This data is from Reaction yield outcomes from USPTO patents with 853,638 reactions. The task is: Predict the reaction yield, written as a fraction of the theoretical maximum amount of product (1.0 means a 100% yield; for example, 0.34 means a 34% yield). (1) The reactants are [H-].[Na+].[CH2:3]([O:5][C:6]([C:8]1[NH:9][C:10]2[C:15]([CH:16]=1)=[CH:14][C:13]([O:17][C:18]([F:21])([F:20])[F:19])=[CH:12][CH:11]=2)=[O:7])[CH3:4].Cl[CH2:23][C:24]#[N:25].O. The catalyst is CN(C=O)C. The product is [CH2:3]([O:5][C:6]([C:8]1[N:9]([CH2:23][C:24]#[N:25])[C:10]2[C:15]([CH:16]=1)=[CH:14][C:13]([O:17][C:18]([F:21])([F:19])[F:20])=[CH:12][CH:11]=2)=[O:7])[CH3:4]. The yield is 0.760. (2) The reactants are [NH2:1][C:2]1[CH:7]=[N:6][C:5](Br)=[CH:4][N:3]=1.[CH3:9][O:10][C:11]1[CH:16]=[CH:15][CH:14]=[CH:13][C:12]=1B(O)O.C(=O)([O-])[O-].[K+].[K+]. The catalyst is CN(C)C=O.C1C=CC([P]([Pd]([P](C2C=CC=CC=2)(C2C=CC=CC=2)C2C=CC=CC=2)([P](C2C=CC=CC=2)(C2C=CC=CC=2)C2C=CC=CC=2)[P](C2C=CC=CC=2)(C2C=CC=CC=2)C2C=CC=CC=2)(C2C=CC=CC=2)C2C=CC=CC=2)=CC=1. The product is [CH3:9][O:10][C:11]1[CH:16]=[CH:15][CH:14]=[CH:13][C:12]=1[C:5]1[N:6]=[CH:7][C:2]([NH2:1])=[N:3][CH:4]=1. The yield is 0.160. (3) The reactants are [OH:1][Li].O.Cl.[NH2:5][C@H:6]1[C@@H:10]([CH3:11])[C@H:9]([CH3:12])[O:8][C:7]1=[O:13]. The catalyst is C1COCC1.O.CO. The product is [OH:8][C@@H:9]([CH3:12])[C@H:10]([CH3:11])[C@@H:6]([C:7]([OH:13])=[O:1])[NH2:5]. The yield is 0.700. (4) The reactants are [I:1]N1C(=O)CCC1=O.[NH:9]1[C:13]([C:14]([O:16][CH2:17][CH3:18])=[O:15])=[CH:12][C:11]([C:19]([O:21][CH2:22][CH3:23])=[O:20])=[N:10]1.[O-]S([O-])(=S)=O.[Na+].[Na+]. The catalyst is C(Cl)(Cl)Cl. The product is [CH2:17]([O:16][C:14]([C:13]1[C:12]([I:1])=[C:11]([C:19]([O:21][CH2:22][CH3:23])=[O:20])[NH:10][N:9]=1)=[O:15])[CH3:18]. The yield is 0.900.